From a dataset of Rat liver microsome stability data. Regression/Classification. Given a drug SMILES string, predict its absorption, distribution, metabolism, or excretion properties. Task type varies by dataset: regression for continuous measurements (e.g., permeability, clearance, half-life) or binary classification for categorical outcomes (e.g., BBB penetration, CYP inhibition). Dataset: rlm. (1) The molecule is CNC(=O)[C@@H](NC(=O)c1ccc(-c2ccc(CSc3nc(O)c4c(C)csc4n3)c(F)c2)o1)C(C)C. The result is 1 (stable in rat liver microsomes). (2) The molecule is C[C@H]1CN(C(=O)Nc2ccc(F)cc2F)C[C@@H]1c1nc(-c2ccccc2)no1. The result is 0 (unstable in rat liver microsomes). (3) The molecule is Fc1ccc2[nH]cc(CCCCN3CCN(c4nsc5ccccc45)CC3)c2c1. The result is 1 (stable in rat liver microsomes).